This data is from Retrosynthesis with 50K atom-mapped reactions and 10 reaction types from USPTO. The task is: Predict the reactants needed to synthesize the given product. The reactants are: ClCc1ccncc1.Nc1ncc2cc(-c3c(Cl)cccc3Cl)c(=O)[nH]c2n1. Given the product Nc1ncc2cc(-c3c(Cl)cccc3Cl)c(=O)n(Cc3ccncc3)c2n1, predict the reactants needed to synthesize it.